From a dataset of Forward reaction prediction with 1.9M reactions from USPTO patents (1976-2016). Predict the product of the given reaction. (1) Given the reactants [CH3:1][C:2]1[CH:6]=[C:5]([C:7]2[CH:8]=[N:9][NH:10][C:11]=2[NH2:12])[O:4][N:3]=1.[CH2:13]([N:15]1[C:23]2[C:18](=[CH:19][C:20]([C:24](=O)[CH2:25][C:26](OCC)=[O:27])=[CH:21][CH:22]=2)[CH:17]=[N:16]1)[CH3:14].CC1C=CC(S(O)(=O)=O)=CC=1, predict the reaction product. The product is: [CH2:13]([N:15]1[C:23]2[C:18](=[CH:19][C:20]([C:24]3[NH:12][C:11]4[N:10]([N:9]=[CH:8][C:7]=4[C:5]4[O:4][N:3]=[C:2]([CH3:1])[CH:6]=4)[C:26](=[O:27])[CH:25]=3)=[CH:21][CH:22]=2)[CH:17]=[N:16]1)[CH3:14]. (2) Given the reactants [Br:1][C:2]1[CH:8]=[CH:7][C:5]([NH2:6])=[C:4]([N+:9]([O-])=O)[C:3]=1[Cl:12].O.O.[Sn](Cl)Cl, predict the reaction product. The product is: [Br:1][C:2]1[C:3]([Cl:12])=[C:4]([NH2:9])[C:5]([NH2:6])=[CH:7][CH:8]=1.